Dataset: Forward reaction prediction with 1.9M reactions from USPTO patents (1976-2016). Task: Predict the product of the given reaction. (1) Given the reactants [CH3:1][N:2]1[CH2:18][CH2:17][C:5]2[NH:6][C:7]3[CH:8]=[CH:9][C:10]([C:13]([F:16])([F:15])[F:14])=[CH:11][C:12]=3[C:4]=2[CH2:3]1.P([O-])([O-])([O-])=O.[K+].[K+].[K+].N1CCC[C@H]1C(O)=O.Br[CH:36]=[C:37]([C:39]1[CH:44]=[CH:43][N:42]=[CH:41][CH:40]=1)[CH3:38], predict the reaction product. The product is: [CH3:1][N:2]1[CH2:18][CH2:17][C:5]2[N:6](/[CH:36]=[C:37](/[C:39]3[CH:44]=[CH:43][N:42]=[CH:41][CH:40]=3)\[CH3:38])[C:7]3[CH:8]=[CH:9][C:10]([C:13]([F:16])([F:15])[F:14])=[CH:11][C:12]=3[C:4]=2[CH2:3]1. (2) Given the reactants [Br:1][C:2]1[CH:3]=[CH:4][C:5]2[N:9]=[C:8]([NH2:10])[N:7]([C:11]3[CH:16]=[CH:15][CH:14]=[CH:13][N:12]=3)[C:6]=2[CH:17]=1.N1C=CC=CC=1.[C:24](OC(=O)C)(=[O:26])[CH3:25], predict the reaction product. The product is: [Br:1][C:2]1[CH:3]=[CH:4][C:5]2[N:9]=[C:8]([NH:10][C:24](=[O:26])[CH3:25])[N:7]([C:11]3[CH:16]=[CH:15][CH:14]=[CH:13][N:12]=3)[C:6]=2[CH:17]=1. (3) Given the reactants Cl.[NH2:2][CH2:3][C:4]([C:6]1[CH:11]=[CH:10][CH:9]=[CH:8][CH:7]=1)=[O:5].[NH2:12][C:13]1[C:14]([C:30](O)=[O:31])=[N:15][C:16]([N:19]2[CH2:24][CH2:23][N:22]([S:25]([CH2:28][CH3:29])(=[O:27])=[O:26])[CH2:21][CH2:20]2)=[CH:17][N:18]=1.CCN(C(C)C)C(C)C, predict the reaction product. The product is: [NH2:12][C:13]1[C:14]([C:30]([NH:2][CH2:3][C:4](=[O:5])[C:6]2[CH:11]=[CH:10][CH:9]=[CH:8][CH:7]=2)=[O:31])=[N:15][C:16]([N:19]2[CH2:20][CH2:21][N:22]([S:25]([CH2:28][CH3:29])(=[O:27])=[O:26])[CH2:23][CH2:24]2)=[CH:17][N:18]=1. (4) The product is: [CH:7]1([C:13]2[CH:14]=[CH:15][C:16]([C:17]([NH:33][C:30]3[CH:31]=[CH:32][C:26]4[O:25][C:24]([N:23]([CH3:22])[CH:34]5[CH2:35][CH2:36][N:37]([CH3:40])[CH2:38][CH2:39]5)=[N:28][C:27]=4[CH:29]=3)=[O:19])=[CH:20][CH:21]=2)[CH2:8][CH2:9][CH2:10][CH2:11][CH2:12]1. Given the reactants C(Cl)(=O)C(Cl)=O.[CH:7]1([C:13]2[CH:21]=[CH:20][C:16]([C:17]([OH:19])=O)=[CH:15][CH:14]=2)[CH2:12][CH2:11][CH2:10][CH2:9][CH2:8]1.[CH3:22][N:23]([CH:34]1[CH2:39][CH2:38][N:37]([CH3:40])[CH2:36][CH2:35]1)[C:24]1[O:25][C:26]2[CH:32]=[CH:31][C:30]([NH2:33])=[CH:29][C:27]=2[N:28]=1.N1C=CC=CC=1, predict the reaction product. (5) The product is: [ClH:44].[NH:8]1[CH2:13][CH2:12][CH:11]([NH:14][C:15]([C:17]2[C:21]3[N:22]=[CH:23][N:24]=[C:25]([C:26]4[C:34]5[O:33][CH2:32][O:31][C:30]=5[CH:29]=[CH:28][C:27]=4[O:35][CH2:36][CH:37]4[CH2:38][CH2:39]4)[C:20]=3[NH:19][CH:18]=2)=[O:16])[CH2:10][CH2:9]1. Given the reactants C(OC([N:8]1[CH2:13][CH2:12][CH:11]([NH:14][C:15]([C:17]2[C:21]3[N:22]=[CH:23][N:24]=[C:25]([C:26]4[C:34]5[O:33][CH2:32][O:31][C:30]=5[CH:29]=[CH:28][C:27]=4[O:35][CH2:36][CH:37]4[CH2:39][CH2:38]4)[C:20]=3[NH:19][CH:18]=2)=[O:16])[CH2:10][CH2:9]1)=O)(C)(C)C.CC(O)C.[ClH:44].C(OC)(C)(C)C, predict the reaction product.